Dataset: Full USPTO retrosynthesis dataset with 1.9M reactions from patents (1976-2016). Task: Predict the reactants needed to synthesize the given product. (1) Given the product [CH2:9]([O:8][C:7]1[C:6](=[O:11])[C:5](=[O:12])[C:4]=1[N:21]([CH3:20])[CH2:22][CH2:23][CH:24]1[O:29][CH2:28][CH2:27][N:26]([C:30]([O:32][CH2:33][C:34]2[CH:39]=[C:38]([Cl:40])[CH:37]=[C:36]([Cl:41])[CH:35]=2)=[O:31])[CH2:25]1)[CH3:10], predict the reactants needed to synthesize it. The reactants are: C(O[C:4]1[C:5](=[O:12])[C:6](=[O:11])[C:7]=1[O:8][CH2:9][CH3:10])C.C(N(CC)CC)C.[CH3:20][NH:21][CH2:22][CH2:23][CH:24]1[O:29][CH2:28][CH2:27][N:26]([C:30]([O:32][CH2:33][C:34]2[CH:39]=[C:38]([Cl:40])[CH:37]=[C:36]([Cl:41])[CH:35]=2)=[O:31])[CH2:25]1. (2) Given the product [O:1]=[S:2]1(=[O:31])[CH2:7][CH:6]=[C:5]([C:8]2[CH:13]=[CH:12][C:11]([N:14]3[CH2:18][C@H:17]([CH2:19][N:20]4[CH:24]=[C:23]([CH2:25][C:26]([N:33]([CH3:34])[CH3:32])=[O:35])[N:22]=[N:21]4)[O:16][C:15]3=[O:29])=[CH:10][C:9]=2[F:30])[CH2:4][CH2:3]1, predict the reactants needed to synthesize it. The reactants are: [O:1]=[S:2]1(=[O:31])[CH2:7][CH:6]=[C:5]([C:8]2[CH:13]=[CH:12][C:11]([N:14]3[CH2:18][C@H:17]([CH2:19][N:20]4[CH:24]=[C:23]([CH:25]=[C:26](Br)Br)[N:22]=[N:21]4)[O:16][C:15]3=[O:29])=[CH:10][C:9]=2[F:30])[CH2:4][CH2:3]1.[CH3:32][NH:33][CH3:34].[OH2:35].